Dataset: NCI-60 drug combinations with 297,098 pairs across 59 cell lines. Task: Regression. Given two drug SMILES strings and cell line genomic features, predict the synergy score measuring deviation from expected non-interaction effect. (1) Drug 1: C1=NC2=C(N1)C(=S)N=C(N2)N. Drug 2: CC1=C(C(=CC=C1)Cl)NC(=O)C2=CN=C(S2)NC3=CC(=NC(=N3)C)N4CCN(CC4)CCO. Cell line: NCIH23. Synergy scores: CSS=59.2, Synergy_ZIP=-4.15, Synergy_Bliss=-2.71, Synergy_Loewe=-0.0296, Synergy_HSA=1.25. (2) Drug 1: C1=CC=C(C(=C1)C(C2=CC=C(C=C2)Cl)C(Cl)Cl)Cl. Drug 2: C1CNP(=O)(OC1)N(CCCl)CCCl. Cell line: SN12C. Synergy scores: CSS=1.65, Synergy_ZIP=-0.0120, Synergy_Bliss=0.499, Synergy_Loewe=1.15, Synergy_HSA=-0.111. (3) Synergy scores: CSS=2.88, Synergy_ZIP=-8.78, Synergy_Bliss=-11.7, Synergy_Loewe=-16.8, Synergy_HSA=-16.5. Cell line: COLO 205. Drug 1: CC1C(C(=O)NC(C(=O)N2CCCC2C(=O)N(CC(=O)N(C(C(=O)O1)C(C)C)C)C)C(C)C)NC(=O)C3=C4C(=C(C=C3)C)OC5=C(C(=O)C(=C(C5=N4)C(=O)NC6C(OC(=O)C(N(C(=O)CN(C(=O)C7CCCN7C(=O)C(NC6=O)C(C)C)C)C)C(C)C)C)N)C. Drug 2: CCC1(CC2CC(C3=C(CCN(C2)C1)C4=CC=CC=C4N3)(C5=C(C=C6C(=C5)C78CCN9C7C(C=CC9)(C(C(C8N6C)(C(=O)OC)O)OC(=O)C)CC)OC)C(=O)OC)O.OS(=O)(=O)O.